Dataset: Forward reaction prediction with 1.9M reactions from USPTO patents (1976-2016). Task: Predict the product of the given reaction. (1) Given the reactants [F:1][C:2]1[CH:11]=[C:10]([NH2:12])[CH:9]=[CH:8][C:3]=1[C:4]([NH:6][CH3:7])=[O:5].[C-:13]#[N:14].[Na+].[C:16]1(=O)[CH2:19][CH2:18][CH2:17]1, predict the reaction product. The product is: [C:13]([C:16]1([NH:12][C:10]2[CH:9]=[CH:8][C:3]([C:4]([NH:6][CH3:7])=[O:5])=[C:2]([F:1])[CH:11]=2)[CH2:19][CH2:18][CH2:17]1)#[N:14]. (2) Given the reactants Cl.[Cl:2]C1C=C(C(C2(O)CCN(C)CC2)CN2CCNCC2)C=CC=1Cl.[CH2:26]([NH:33][C:34](=O)[CH:35]([C:43]1[CH:48]=[CH:47][C:46]([Cl:49])=[C:45]([Cl:50])[CH:44]=1)[C:36]1([OH:42])[CH2:41][CH2:40][CH2:39][CH2:38][CH2:37]1)[C:27]1[CH:32]=[CH:31][CH:30]=[CH:29][CH:28]=1.Cl, predict the reaction product. The product is: [ClH:2].[CH2:26]([NH:33][CH2:34][CH:35]([C:36]1([OH:42])[CH2:37][CH2:38][CH2:39][CH2:40][CH2:41]1)[C:43]1[CH:48]=[CH:47][C:46]([Cl:49])=[C:45]([Cl:50])[CH:44]=1)[C:27]1[CH:32]=[CH:31][CH:30]=[CH:29][CH:28]=1. (3) Given the reactants [F:1][C:2]1[C:7]([C:8]2[CH:9]=[C:10]([CH2:22][N:23](C)[C:24](=O)OC(C)(C)C)[S:11][C:12]=2[S:13]([C:16]2[CH:20]=[CH:19][O:18][C:17]=2[CH3:21])(=[O:15])=[O:14])=[CH:6][CH:5]=[CH:4][N:3]=1.C(OCC)(=O)C.[ClH:38], predict the reaction product. The product is: [ClH:38].[F:1][C:2]1[C:7]([C:8]2[CH:9]=[C:10]([CH2:22][NH:23][CH3:24])[S:11][C:12]=2[S:13]([C:16]2[CH:20]=[CH:19][O:18][C:17]=2[CH3:21])(=[O:14])=[O:15])=[CH:6][CH:5]=[CH:4][N:3]=1. (4) The product is: [CH:14]1([S:13][C:10]2[N:11]=[CH:12][C:7]([C:19](=[O:24])[C:20]([O:22][CH3:23])=[O:21])=[CH:8][CH:9]=2)[CH2:18][CH2:17][CH2:16][CH2:15]1. Given the reactants [Li]CCCC.Br[C:7]1[CH:8]=[CH:9][C:10]([S:13][CH:14]2[CH2:18][CH2:17][CH2:16][CH2:15]2)=[N:11][CH:12]=1.[C:19](OC)(=[O:24])[C:20]([O:22][CH3:23])=[O:21].[NH4+].[Cl-], predict the reaction product. (5) Given the reactants [CH:1]1([C:7]2[C:8]3[CH:9]=[CH:10][C:11]([C:29]([O:31][CH3:32])=[O:30])=[CH:12][C:13]=3[N:14]3[C:20]=2[C:19]2[CH:21]=[CH:22][CH:23]=[CH:24][C:18]=2[O:17][CH:16]([C:25]([O:27]C)=[O:26])[CH2:15]3)[CH2:6][CH2:5][CH2:4][CH2:3][CH2:2]1.Cl, predict the reaction product. The product is: [CH:1]1([C:7]2[C:8]3[CH:9]=[CH:10][C:11]([C:29]([O:31][CH3:32])=[O:30])=[CH:12][C:13]=3[N:14]3[C:20]=2[C:19]2[CH:21]=[CH:22][CH:23]=[CH:24][C:18]=2[O:17][CH:16]([C:25]([OH:27])=[O:26])[CH2:15]3)[CH2:2][CH2:3][CH2:4][CH2:5][CH2:6]1. (6) Given the reactants [CH2:1]([C@H:8]1[CH2:13][N:12]([C:14]2[CH:19]=[CH:18][C:17]([O:20][CH3:21])=[C:16]([O:22][CH:23]3[CH2:27][CH2:26][CH2:25][CH2:24]3)[CH:15]=2)[CH2:11][CH2:10][N:9]1[C:28](=O)[CH2:29][C:30]([O:32]CC)=[O:31])[C:2]1[CH:7]=[CH:6][CH:5]=[CH:4][CH:3]=1.[Li+].[OH-], predict the reaction product. The product is: [CH2:1]([C@H:8]1[CH2:13][N:12]([C:14]2[CH:19]=[CH:18][C:17]([O:20][CH3:21])=[C:16]([O:22][CH:23]3[CH2:27][CH2:26][CH2:25][CH2:24]3)[CH:15]=2)[CH2:11][CH2:10][N:9]1[CH2:28][CH2:29][C:30]([OH:32])=[O:31])[C:2]1[CH:3]=[CH:4][CH:5]=[CH:6][CH:7]=1. (7) Given the reactants F[C:2]1[CH:9]=[CH:8][C:5]([C:6]#[N:7])=[CH:4][C:3]=1[C:10]([F:13])([F:12])[F:11].[O:14]1[CH2:19][CH:18]=[C:17](B2OC(C)(C)C(C)(C)O2)[CH2:16][CH2:15]1.C([O-])([O-])=O.[Na+].[Na+].[Li+].[Cl-], predict the reaction product. The product is: [O:14]1[CH2:15][CH:16]=[C:17]([C:2]2[CH:9]=[CH:8][C:5]([C:6]#[N:7])=[CH:4][C:3]=2[C:10]([F:13])([F:12])[F:11])[CH2:18][CH2:19]1. (8) The product is: [Br:23][C:10]1[N:5]2[N:4]=[C:3]([CH2:1][CH3:2])[CH:11]=[C:6]2[CH:7]=[CH:8][CH:9]=1. Given the reactants [CH2:1]([C:3]1[CH:11]=[C:6]2[CH:7]=[CH:8][CH:9]=[CH:10][N:5]2[N:4]=1)[CH3:2].CCCCCC.C([Li])CCC.[Br:23]C(Cl)(Cl)C(Br)(Cl)Cl.O, predict the reaction product. (9) Given the reactants [NH2:1][C:2]1[CH:7]=[CH:6][CH:5]=[CH:4][CH:3]=1.[N+:8]([C:11]1[CH:16]=[CH:15][C:14](Cl)=[CH:13][CH:12]=1)([O-:10])=[O:9], predict the reaction product. The product is: [CH:5]1[CH:6]=[CH:7][C:2]([NH:1][C:14]2[CH:15]=[CH:16][C:11]([N+:8]([O-:10])=[O:9])=[CH:12][CH:13]=2)=[CH:3][CH:4]=1. (10) Given the reactants [CH3:1][N:2]([CH3:12])[C:3]1[CH:11]=[CH:10][CH:9]=[CH:8][C:4]=1[C:5]([OH:7])=O.[CH:13]1([CH2:16][CH2:17][NH:18][C:19]([C:21]2[N:22]=[N:23][C:24]([N:27]3[CH2:32][CH2:31][NH:30][CH2:29][CH2:28]3)=[CH:25][CH:26]=2)=[O:20])[CH2:15][CH2:14]1, predict the reaction product. The product is: [CH:13]1([CH2:16][CH2:17][NH:18][C:19]([C:21]2[N:22]=[N:23][C:24]([N:27]3[CH2:32][CH2:31][N:30]([C:5](=[O:7])[C:4]4[CH:8]=[CH:9][CH:10]=[CH:11][C:3]=4[N:2]([CH3:1])[CH3:12])[CH2:29][CH2:28]3)=[CH:25][CH:26]=2)=[O:20])[CH2:15][CH2:14]1.